Predict the reaction yield, written as a fraction of the theoretical maximum amount of product (1.0 means a 100% yield; for example, 0.34 means a 34% yield). From a dataset of Reaction yield outcomes from USPTO patents with 853,638 reactions. (1) The reactants are C=O.[C:3](O)(=O)C.[C:7]([O:15][CH2:16][CH3:17])(=[O:14])[CH2:8][C:9]([O:11][CH2:12][CH3:13])=[O:10].[C:18]([SH:22])([CH3:21])([CH3:20])[CH3:19].C(N(CC)CC)C. The catalyst is O.C([O-])(=O)C.[Cu+].C1(C)C=CC=CC=1. The product is [C:18]([S:22][CH2:3][CH:8]([C:9]([O:11][CH2:12][CH3:13])=[O:10])[C:7]([O:15][CH2:16][CH3:17])=[O:14])([CH3:21])([CH3:20])[CH3:19]. The yield is 0.268. (2) The reactants are [C:1]([C:3]1[CH:4]=[C:5]([NH:9][C:10]2[C:19]3[C:14](=[CH:15][C:16](F)=[C:17]([N+:20]([O-:22])=[O:21])[CH:18]=3)[N:13]=[CH:12][N:11]=2)[CH:6]=[CH:7][CH:8]=1)#[CH:2].[CH3:24][CH2:25][O-:26].[Na+].O.Cl. The catalyst is CCO. The product is [CH2:25]([O:26][C:16]1[CH:15]=[C:14]2[C:19]([C:10]([NH:9][C:5]3[CH:6]=[CH:7][CH:8]=[C:3]([C:1]#[CH:2])[CH:4]=3)=[N:11][CH:12]=[N:13]2)=[CH:18][C:17]=1[N+:20]([O-:22])=[O:21])[CH3:24]. The yield is 0.600. (3) The reactants are [Br:1][C:2]1[C:3]2[N:4]([N:9]=[CH:10][N:11]=2)[CH:5]=[C:6](I)[CH:7]=1.CC1(C)C(C)(C)OB([C:20]2[CH:29]=[CH:28][C:23]([C:24]([O:26][CH3:27])=[O:25])=[CH:22][CH:21]=2)O1.C(=O)([O-])[O-].[Na+].[Na+]. The catalyst is O.O1CCOCC1.C1C=CC([P]([Pd]([P](C2C=CC=CC=2)(C2C=CC=CC=2)C2C=CC=CC=2)([P](C2C=CC=CC=2)(C2C=CC=CC=2)C2C=CC=CC=2)[P](C2C=CC=CC=2)(C2C=CC=CC=2)C2C=CC=CC=2)(C2C=CC=CC=2)C2C=CC=CC=2)=CC=1. The product is [Br:1][C:2]1[C:3]2[N:4]([N:9]=[CH:10][N:11]=2)[CH:5]=[C:6]([C:20]2[CH:29]=[CH:28][C:23]([C:24]([O:26][CH3:27])=[O:25])=[CH:22][CH:21]=2)[CH:7]=1. The yield is 0.619. (4) The reactants are [N+:1]1([O-])[C:2]([C:7]2[CH:12]=[CH:11][CH:10]=[CH:9][N:8]=2)=[CH:3][CH:4]=[CH:5][CH:6]=1.C[Si]([C:18]#[N:19])(C)C.CN(C)C(Cl)=O. The catalyst is [N+](CC)([O-])=O. The product is [C:18]([C:6]1[N:1]=[C:2]([C:7]2[CH:12]=[CH:11][CH:10]=[CH:9][N:8]=2)[CH:3]=[CH:4][CH:5]=1)#[N:19]. The yield is 0.430. (5) The reactants are [C:1]1([CH:7]([C:21]2[CH:26]=[CH:25][CH:24]=[CH:23][CH:22]=2)[CH2:8][N:9]([CH3:20])[C:10](=[O:19])[CH:11](O)[C:12]2[CH:17]=[CH:16][CH:15]=[CH:14][CH:13]=2)[CH:6]=[CH:5][CH:4]=[CH:3][CH:2]=1.[H-].[Na+].C1(C)C=CC(S(Cl)(=O)=O)=CC=1.[NH2:40][CH2:41][CH2:42][C:43]1[N:47]=[CH:46][NH:45][CH:44]=1. The catalyst is O1CCCC1.CO. The product is [C:1]1([CH:7]([C:21]2[CH:26]=[CH:25][CH:24]=[CH:23][CH:22]=2)[CH2:8][N:9]([CH3:20])[C:10](=[O:19])[CH:11]([NH:40][CH2:41][CH2:42][C:43]2[N:47]=[CH:46][NH:45][CH:44]=2)[C:12]2[CH:17]=[CH:16][CH:15]=[CH:14][CH:13]=2)[CH:6]=[CH:5][CH:4]=[CH:3][CH:2]=1. The yield is 0.570. (6) The reactants are C[O:2][C:3](=[O:12])[C:4]1[CH:9]=[CH:8][CH:7]=[C:6]([NH2:10])[C:5]=1[NH2:11].[C:13](O)(=O)[CH:14]([CH3:16])[CH3:15].[OH-].[Na+]. The catalyst is Cl. The product is [CH:14]([C:16]1[NH:10][C:6]2[CH:7]=[CH:8][CH:9]=[C:4]([C:3]([OH:2])=[O:12])[C:5]=2[N:11]=1)([CH3:15])[CH3:13]. The yield is 0.870.